Dataset: Forward reaction prediction with 1.9M reactions from USPTO patents (1976-2016). Task: Predict the product of the given reaction. (1) Given the reactants [NH2:1][C:2]1[CH:3]=[CH:4][C:5]([O:13][CH:14]([C:21]2[CH:26]=[CH:25][CH:24]=[CH:23][CH:22]=2)[C:15]2[CH:20]=[CH:19][CH:18]=[CH:17][CH:16]=2)=[C:6]([C:8](=O)[CH:9]([CH3:11])[CH3:10])[CH:7]=1.C([N:30]([CH:33]([CH3:35])[CH3:34])[CH2:31]C)(C)C.[CH2:50]1C(=O)N(OC(ON2[C:52](=[O:53])[CH2:51][CH2:50]C2=O)=O)[C:52](=[O:53])[CH2:51]1.[OH2:54], predict the reaction product. The product is: [CH:14]([O:13][C:5]1[CH:4]=[CH:3][C:2]([NH:1][C:31]([NH:30][C:33]2[CH:34]=[CH:50][C:51]3[O:13][CH2:5][CH2:4][CH2:3][O:53][C:52]=3[CH:35]=2)=[O:54])=[CH:7][C:6]=1[CH2:8][CH:9]([CH3:10])[CH3:11])([C:15]1[CH:20]=[CH:19][CH:18]=[CH:17][CH:16]=1)[C:21]1[CH:26]=[CH:25][CH:24]=[CH:23][CH:22]=1. (2) Given the reactants [Br:1][C:2]1[CH:7]=[CH:6][C:5]([C:8]([C:10]2([C:13]([F:16])([F:15])[F:14])[CH2:12][CH2:11]2)=[O:9])=[C:4]([Cl:17])[C:3]=1[Cl:18].[BH4-].[Na+], predict the reaction product. The product is: [Br:1][C:2]1[CH:7]=[CH:6][C:5]([CH:8]([C:10]2([C:13]([F:16])([F:15])[F:14])[CH2:12][CH2:11]2)[OH:9])=[C:4]([Cl:17])[C:3]=1[Cl:18]. (3) Given the reactants C[O:2][C:3]([C:5]1[S:13][C:12]2[CH:11]=[C:10]([CH3:14])[N:9]=[C:8]([Cl:15])[C:7]=2[C:6]=1[O:16][CH2:17][C:18]([O:20][C:21]([CH3:24])([CH3:23])[CH3:22])=[O:19])=O.[CH3:25][NH2:26], predict the reaction product. The product is: [C:21]([O:20][C:18](=[O:19])[CH2:17][O:16][C:6]1[C:7]2[C:8]([Cl:15])=[N:9][C:10]([CH3:14])=[CH:11][C:12]=2[S:13][C:5]=1[C:3](=[O:2])[NH:26][CH3:25])([CH3:24])([CH3:23])[CH3:22].